Dataset: Forward reaction prediction with 1.9M reactions from USPTO patents (1976-2016). Task: Predict the product of the given reaction. (1) Given the reactants [CH3:1][C:2]([CH3:20])([CH2:16][CH2:17][CH:18]=[CH2:19])[CH2:3][O:4][C:5]([NH:7][C@H:8]([C:13]([OH:15])=[O:14])[C:9]([CH3:12])([CH3:11])[CH3:10])=[O:6].CC(C)(CCC=C)C(OCC)=O, predict the reaction product. The product is: [CH2:16]([C:2]1([CH2:3][O:4][C:5]([NH:7][C@H:8]([C:13]([OH:15])=[O:14])[C:9]([CH3:10])([CH3:11])[CH3:12])=[O:6])[CH2:20][CH2:1]1)[CH2:17][CH:18]=[CH2:19]. (2) The product is: [Si:14]([O:21][C:22]1[CH2:28][CH2:9][C:8]([C:3]2[C:2]([Cl:1])=[CH:7][CH:6]=[CH:5][N:4]=2)([C:10]([F:11])([F:13])[F:12])[CH:24]([N:25]([CH3:27])[CH3:26])[CH:23]=1)([C:17]([CH3:20])([CH3:19])[CH3:18])([CH3:16])[CH3:15]. Given the reactants [Cl:1][C:2]1[C:3]([C:8]([C:10]([F:13])([F:12])[F:11])=[CH2:9])=[N:4][CH:5]=[CH:6][CH:7]=1.[Si:14]([O:21][C:22](=[CH2:28])/[CH:23]=[CH:24]/[N:25]([CH3:27])[CH3:26])([C:17]([CH3:20])([CH3:19])[CH3:18])([CH3:16])[CH3:15], predict the reaction product. (3) Given the reactants [O:1]1[CH:5]=[C:4]([C:6]2[CH:7]=[N:8][CH:9]=[CH:10][CH:11]=2)[N:3]=[CH:2]1.[Li]CCCC.[C:17](O)(=[O:35])[CH2:18][CH2:19][CH2:20][CH2:21][CH2:22][CH2:23][CH2:24]/[CH:25]=[CH:26]\[CH2:27][CH2:28][CH2:29][CH2:30][CH2:31][CH2:32][CH2:33][CH3:34].C(Cl)(=O)C(Cl)=O, predict the reaction product. The product is: [N:8]1[CH:9]=[CH:10][CH:11]=[C:6]([C:4]2[N:3]=[C:2]([C:17](=[O:35])[CH2:18][CH2:19][CH2:20][CH2:21][CH2:22][CH2:23][CH2:24][CH:25]=[CH:26][CH2:27][CH2:28][CH2:29][CH2:30][CH2:31][CH2:32][CH2:33][CH3:34])[O:1][CH:5]=2)[CH:7]=1.